From a dataset of Reaction yield outcomes from USPTO patents with 853,638 reactions. Predict the reaction yield, written as a fraction of the theoretical maximum amount of product (1.0 means a 100% yield; for example, 0.34 means a 34% yield). The product is [CH3:15][C:13]1[CH:12]=[CH:11][C:10]2[O:16][C:2]([SH:3])=[N:8][C:9]=2[CH:14]=1. The reactants are O(CC)[C:2]([S-])=[S:3].[K+].[NH2:8][C:9]1[CH:14]=[C:13]([CH3:15])[CH:12]=[CH:11][C:10]=1[OH:16]. The catalyst is C(O)C. The yield is 0.923.